From a dataset of Full USPTO retrosynthesis dataset with 1.9M reactions from patents (1976-2016). Predict the reactants needed to synthesize the given product. (1) Given the product [CH3:1][O:2][C:3]1[CH:4]=[CH:5][CH:6]=[C:7]2[C:11]=1[N:10]([C:13]1[CH:18]=[CH:17][CH:16]=[CH:15][CH:14]=1)[CH:9]=[CH:8]2, predict the reactants needed to synthesize it. The reactants are: [CH3:1][O:2][C:3]1[CH:4]=[CH:5][CH:6]=[C:7]2[C:11]=1[NH:10][CH:9]=[CH:8]2.I[C:13]1[CH:18]=[CH:17][CH:16]=[CH:15][CH:14]=1. (2) The reactants are: [Cl:1][C:2]1[C:7]([N+:8]([O-:10])=[O:9])=[CH:6][CH:5]=[C:4]([Cl:11])[C:3]=1[S:12](Cl)(=[O:14])=[O:13].[CH:16]1([NH2:19])[CH2:18][CH2:17]1.C(N(CC)CC)C. Given the product [CH:16]1([NH:19][S:12]([C:3]2[C:4]([Cl:11])=[CH:5][CH:6]=[C:7]([N+:8]([O-:10])=[O:9])[C:2]=2[Cl:1])(=[O:14])=[O:13])[CH2:18][CH2:17]1, predict the reactants needed to synthesize it.